Dataset: Full USPTO retrosynthesis dataset with 1.9M reactions from patents (1976-2016). Task: Predict the reactants needed to synthesize the given product. (1) Given the product [Cl:27][C:25]1[CH:24]=[CH:23][C:22]([C:28]#[N:29])=[C:21]([C:16]2[C:17]([O:19][CH3:20])=[CH:18][N:13]([CH:5]([CH2:9][CH2:10][O:11][CH3:12])[C:6]([OH:8])=[O:7])[C:14](=[O:30])[CH:15]=2)[CH:26]=1, predict the reactants needed to synthesize it. The reactants are: C([C:5]([N:13]1[CH:18]=[C:17]([O:19][CH3:20])[C:16]([C:21]2[CH:26]=[C:25]([Cl:27])[CH:24]=[CH:23][C:22]=2[C:28]#[N:29])=[CH:15][C:14]1=[O:30])([CH2:9][CH2:10][O:11][CH3:12])[C:6]([OH:8])=[O:7])(C)(C)C.C(O)(C(F)(F)F)=O. (2) Given the product [F:1][C:2]1[CH:7]=[CH:6][C:5]([S:8][CH:9]([C:20]2[C:25]([F:26])=[CH:24][CH:23]=[C:22]([F:27])[C:21]=2[F:28])[C:10]2[C:11]([CH3:19])=[CH:12][C:13]([C:16]([NH:29][CH2:30][CH2:31][OH:32])=[O:17])=[N:14][CH:15]=2)=[CH:4][CH:3]=1, predict the reactants needed to synthesize it. The reactants are: [F:1][C:2]1[CH:7]=[CH:6][C:5]([S:8][CH:9]([C:20]2[C:25]([F:26])=[CH:24][CH:23]=[C:22]([F:27])[C:21]=2[F:28])[C:10]2[C:11]([CH3:19])=[CH:12][C:13]([C:16](O)=[O:17])=[N:14][CH:15]=2)=[CH:4][CH:3]=1.[NH2:29][CH2:30][CH2:31][OH:32].ON1C2C=CC=CC=2N=N1.CN1CCOCC1.Cl.C(N=C=NCCCN(C)C)C. (3) Given the product [S:37]([OH:40])([OH:39])(=[O:38])=[O:36].[CH3:1][CH:2]([CH3:35])[CH2:3][C@H:4]([NH:19][C:20]([C@@H:22]1[CH2:27][CH2:26][CH2:25][CH2:24][NH:23]1)=[O:21])/[CH:5]=[CH:6]/[C:7](=[O:18])[NH:8][C:9]1[S:10][C:11]([C:14]([F:17])([F:15])[F:16])=[N:12][N:13]=1, predict the reactants needed to synthesize it. The reactants are: [CH3:1][CH:2]([CH3:35])[CH2:3][C@H:4]([NH:19][C:20]([C@@H:22]1[CH2:27][CH2:26][CH2:25][CH2:24][N:23]1C(OC(C)(C)C)=O)=[O:21])/[CH:5]=[CH:6]/[C:7](=[O:18])[NH:8][C:9]1[S:10][C:11]([C:14]([F:17])([F:16])[F:15])=[N:12][N:13]=1.[OH:36][S:37]([OH:40])(=[O:39])=[O:38]. (4) Given the product [N:20]1[CH:21]=[CH:22][N:23]=[CH:24][C:19]=1[NH:18][C:13]1[CH:14]=[CH:15][C:10]([C@@H:8]([NH:7][C:6](=[O:17])[O:5][C:1]([CH3:4])([CH3:3])[CH3:2])[CH3:9])=[CH:11][CH:12]=1, predict the reactants needed to synthesize it. The reactants are: [C:1]([O:5][C:6](=[O:17])[NH:7][C@H:8]([C:10]1[CH:15]=[CH:14][C:13](Br)=[CH:12][CH:11]=1)[CH3:9])([CH3:4])([CH3:3])[CH3:2].[NH2:18][C:19]1[CH:24]=[N:23][CH:22]=[CH:21][N:20]=1.C(=O)([O-])[O-].[Cs+].[Cs+]. (5) Given the product [C:1]([NH:5][C:6]1[S:7][CH2:13][CH2:12][CH:10]2[C:9]([C:15]3[CH:20]=[CH:19][CH:18]=[C:17]([N+:21]([O-:23])=[O:22])[CH:16]=3)([CH2:11]2)[N:8]=1)([CH3:4])([CH3:3])[CH3:2], predict the reactants needed to synthesize it. The reactants are: [C:1]([NH:5][C:6]([NH:8][C:9]1([C:15]2[CH:20]=[CH:19][CH:18]=[C:17]([N+:21]([O-:23])=[O:22])[CH:16]=2)[CH2:11][CH:10]1[CH2:12][CH2:13]O)=[S:7])([CH3:4])([CH3:3])[CH3:2].C1(P(C2C=CC=CC=2)C2C=CC=CC=2)C=CC=CC=1.C(Br)(Br)(Br)Br.C([O-])(O)=O.[Na+]. (6) Given the product [CH3:21][O:22][CH2:23][O:1][C:2]1[CH:9]=[C:8]([CH3:10])[CH:7]=[C:6]([CH3:11])[C:3]=1[CH:4]=[O:5], predict the reactants needed to synthesize it. The reactants are: [OH:1][C:2]1[CH:9]=[C:8]([CH3:10])[CH:7]=[C:6]([CH3:11])[C:3]=1[CH:4]=[O:5].C(N(CC)C(C)C)(C)C.[CH3:21][O:22][CH2:23]Cl.O. (7) Given the product [O:24]1[CH2:29][CH2:28][CH2:27][CH2:26][CH:25]1[O:1][CH:2]1[CH2:3][CH2:4][CH:5]([CH2:8][OH:10])[CH2:6][CH2:7]1, predict the reactants needed to synthesize it. The reactants are: [OH:1][CH:2]1[CH2:7][CH2:6][CH:5]([C:8]([O:10]CC)=O)[CH2:4][CH2:3]1.C1(C)C=CC(S(O)(=O)=O)=CC=1.[O:24]1[CH:29]=[CH:28][CH2:27][CH2:26][CH2:25]1.C(=O)([O-])O.[Na+].